Dataset: Forward reaction prediction with 1.9M reactions from USPTO patents (1976-2016). Task: Predict the product of the given reaction. (1) Given the reactants [CH2:1]([C:3]1[N:7]([C:8]2[N:16]=[C:15]3[C:11]([N:12]=[C:13]([C:18]([CH:21]4[CH2:26][CH2:25][NH:24][CH2:23][CH2:22]4)([OH:20])[CH3:19])[N:14]3[CH3:17])=[C:10]([N:27]3[CH2:32][CH2:31][O:30][CH2:29][CH2:28]3)[N:9]=2)[C:6]2[CH:33]=[CH:34][CH:35]=[CH:36][C:5]=2[N:4]=1)[CH3:2].CCN(CC)CC.[CH:44]1([C:47](Cl)=[O:48])[CH2:46][CH2:45]1, predict the reaction product. The product is: [CH:44]1([C:47]([N:24]2[CH2:25][CH2:26][CH:21]([C:18]([C:13]3[N:14]([CH3:17])[C:15]4[C:11]([N:12]=3)=[C:10]([N:27]3[CH2:32][CH2:31][O:30][CH2:29][CH2:28]3)[N:9]=[C:8]([N:7]3[C:6]5[CH:33]=[CH:34][CH:35]=[CH:36][C:5]=5[N:4]=[C:3]3[CH2:1][CH3:2])[N:16]=4)([OH:20])[CH3:19])[CH2:22][CH2:23]2)=[O:48])[CH2:46][CH2:45]1. (2) Given the reactants [CH2:1]([O:8][CH:9]([CH2:13][C:14]1[CH:19]=[CH:18][CH:17]=[CH:16][C:15]=1[CH3:20])[CH2:10][CH:11]=[O:12])[C:2]1[CH:7]=[CH:6][CH:5]=[CH:4][CH:3]=1.[BH4-].[Na+], predict the reaction product. The product is: [CH2:1]([O:8][CH:9]([CH2:13][C:14]1[CH:19]=[CH:18][CH:17]=[CH:16][C:15]=1[CH3:20])[CH2:10][CH2:11][OH:12])[C:2]1[CH:3]=[CH:4][CH:5]=[CH:6][CH:7]=1.